Dataset: Peptide-MHC class I binding affinity with 185,985 pairs from IEDB/IMGT. Task: Regression. Given a peptide amino acid sequence and an MHC pseudo amino acid sequence, predict their binding affinity value. This is MHC class I binding data. (1) The peptide sequence is SSYRRPVGI. The MHC is H-2-Kb with pseudo-sequence H-2-Kb. The binding affinity (normalized) is 0.838. (2) The peptide sequence is RVPVSCAVY. The MHC is HLA-A26:01 with pseudo-sequence HLA-A26:01. The binding affinity (normalized) is 0.0847. (3) The peptide sequence is VPAPAGPIV. The MHC is HLA-B58:01 with pseudo-sequence HLA-B58:01. The binding affinity (normalized) is 0.